From a dataset of NCI-60 drug combinations with 297,098 pairs across 59 cell lines. Regression. Given two drug SMILES strings and cell line genomic features, predict the synergy score measuring deviation from expected non-interaction effect. Drug 1: CC(C)CN1C=NC2=C1C3=CC=CC=C3N=C2N. Drug 2: C1C(C(OC1N2C=NC(=NC2=O)N)CO)O. Cell line: SW-620. Synergy scores: CSS=18.5, Synergy_ZIP=-3.56, Synergy_Bliss=1.56, Synergy_Loewe=-1.96, Synergy_HSA=0.472.